This data is from Catalyst prediction with 721,799 reactions and 888 catalyst types from USPTO. The task is: Predict which catalyst facilitates the given reaction. Reactant: [CH2:1]([NH:3][C:4]1[N:9]=[C:8]([C:10]2[C:11]([C:24]3[CH:25]=[C:26]([NH:30][S:31]([C:34]4[CH:39]=[C:38]([F:40])[CH:37]=[CH:36][C:35]=4[F:41])(=[O:33])=[O:32])[CH:27]=[CH:28][CH:29]=3)=[N:12][N:13](CC3C=CC(OC)=CC=3)[CH:14]=2)[CH:7]=[CH:6][N:5]=1)[CH3:2]. Product: [CH2:1]([NH:3][C:4]1[N:9]=[C:8]([C:10]2[C:11]([C:24]3[CH:25]=[C:26]([NH:30][S:31]([C:34]4[CH:39]=[C:38]([F:40])[CH:37]=[CH:36][C:35]=4[F:41])(=[O:33])=[O:32])[CH:27]=[CH:28][CH:29]=3)=[N:12][NH:13][CH:14]=2)[CH:7]=[CH:6][N:5]=1)[CH3:2]. The catalyst class is: 55.